Predict which catalyst facilitates the given reaction. From a dataset of Catalyst prediction with 721,799 reactions and 888 catalyst types from USPTO. Reactant: [CH2:1]([CH:3]([CH2:11][CH2:12][C@H:13]1[CH2:18][CH2:17][CH2:16][C@@H:15]([OH:19])[CH2:14]1)[C:4]([O:6][C:7]([CH3:10])([CH3:9])[CH3:8])=[O:5])[CH3:2].[H-].[Na+].[CH2:22](Br)[CH:23]=[CH2:24].C(OC)(C)(C)C. Product: [CH2:24]([O:19][C@@H:15]1[CH2:16][CH2:17][CH2:18][C@H:13]([CH2:12][CH2:11][CH:3]([CH2:1][CH3:2])[C:4]([O:6][C:7]([CH3:10])([CH3:8])[CH3:9])=[O:5])[CH2:14]1)[CH:23]=[CH2:22]. The catalyst class is: 9.